From a dataset of Full USPTO retrosynthesis dataset with 1.9M reactions from patents (1976-2016). Predict the reactants needed to synthesize the given product. (1) Given the product [CH3:18][N:6]1[C:7]2[C:12](=[CH:11][C:10]([C:14]#[N:15])=[CH:9][CH:8]=2)[CH:13]=[C:5]1[C:4]([F:3])([F:16])[F:17], predict the reactants needed to synthesize it. The reactants are: [H-].[Na+].[F:3][C:4]([F:17])([F:16])[C:5]1[NH:6][C:7]2[C:12]([CH:13]=1)=[CH:11][C:10]([C:14]#[N:15])=[CH:9][CH:8]=2.[CH3:18]I. (2) Given the product [F:36][CH:2]([F:1])[C:3]1[CH:4]=[CH:5][C:6]([C:9]2[S:13][C:12]3[CH:14]=[C:15]([OH:18])[CH:16]=[CH:17][C:11]=3[C:10]=2[O:20][C:21]2[CH:26]=[CH:25][C:24](/[CH:27]=[CH:28]/[C:29]([O:31][C:32]([CH3:34])([CH3:33])[CH3:35])=[O:30])=[CH:23][CH:22]=2)=[CH:7][CH:8]=1, predict the reactants needed to synthesize it. The reactants are: [F:1][CH:2]([F:36])[C:3]1[CH:8]=[CH:7][C:6]([C:9]2[S:13][C:12]3[CH:14]=[C:15]([O:18]C)[CH:16]=[CH:17][C:11]=3[C:10]=2[O:20][C:21]2[CH:26]=[CH:25][C:24](/[CH:27]=[CH:28]/[C:29]([O:31][C:32]([CH3:35])([CH3:34])[CH3:33])=[O:30])=[CH:23][CH:22]=2)=[CH:5][CH:4]=1.C1(S)C=CC=CC=1.C([O-])([O-])=O.[K+].[K+]. (3) Given the product [CH3:32][O:33][C:34]([C:36]1[N:37]([CH3:45])[C:38]([S:41]([N:15]2[CH2:16][CH2:17][CH:12]([S:11][C:9]3[CH:8]=[C:7]([C:18]([CH3:21])([CH3:20])[CH3:19])[C:6]([OH:22])=[C:5]([C:1]([CH3:4])([CH3:3])[CH3:2])[CH:10]=3)[CH2:13][CH2:14]2)(=[O:43])=[O:42])=[CH:39][CH:40]=1)=[O:35], predict the reactants needed to synthesize it. The reactants are: [C:1]([C:5]1[CH:10]=[C:9]([S:11][CH:12]2[CH2:17][CH2:16][NH:15][CH2:14][CH2:13]2)[CH:8]=[C:7]([C:18]([CH3:21])([CH3:20])[CH3:19])[C:6]=1[OH:22])([CH3:4])([CH3:3])[CH3:2].C(N(C(C)C)CC)(C)C.[CH3:32][O:33][C:34]([C:36]1[N:37]([CH3:45])[C:38]([S:41](Cl)(=[O:43])=[O:42])=[CH:39][CH:40]=1)=[O:35]. (4) Given the product [CH3:1][O:2][CH2:3][O:4][C:5]1[C:6]([C:11]([F:12])([F:13])[F:14])=[CH:7][CH:8]=[CH:9][C:10]=1[C:32]([OH:34])=[O:33], predict the reactants needed to synthesize it. The reactants are: [CH3:1][O:2][CH2:3][O:4][C:5]1[CH:10]=[CH:9][CH:8]=[CH:7][C:6]=1[C:11]([F:14])([F:13])[F:12].CCCCCC.C([Li])CCC.CC(C)([O-])C.[K+].[C:32](=[O:34])=[O:33].[OH-].[Na+]. (5) Given the product [CH2:1]([O:8][C:9]1[CH:14]=[CH:13][C:12]([C:43]2[C:44]([N:46]([CH3:51])[S:47]([CH3:50])(=[O:49])=[O:48])=[CH:45][C:35]3[O:34][C:33]([C:30]4[CH:31]=[CH:32][C:27]([F:26])=[CH:28][CH:29]=4)=[C:37]([C:38]([NH:40][CH3:41])=[O:39])[C:36]=3[CH:42]=2)=[N:11][C:10]=1[C:16]1[NH:17][C:18]2[C:23]([CH:24]=1)=[C:22]([F:25])[CH:21]=[CH:20][CH:19]=2)[C:2]1[CH:7]=[CH:6][CH:5]=[CH:4][CH:3]=1, predict the reactants needed to synthesize it. The reactants are: [CH2:1]([O:8][C:9]1[C:10]([C:16]2[NH:17][C:18]3[C:23]([CH:24]=2)=[C:22]([F:25])[CH:21]=[CH:20][CH:19]=3)=[N:11][C:12](Cl)=[CH:13][CH:14]=1)[C:2]1[CH:7]=[CH:6][CH:5]=[CH:4][CH:3]=1.[F:26][C:27]1[CH:32]=[CH:31][C:30]([C:33]2[O:34][C:35]3[CH:45]=[C:44]([N:46]([CH3:51])[S:47]([CH3:50])(=[O:49])=[O:48])[C:43](B4OC(C)(C)C(C)(C)O4)=[CH:42][C:36]=3[C:37]=2[C:38]([NH:40][CH3:41])=[O:39])=[CH:29][CH:28]=1.[O-]P([O-])([O-])=O.[K+].[K+].[K+].O.CC(C1C=C(C(C)C)C(C2C=CC=CC=2P(C2CCCCC2)C2CCCCC2)=C(C(C)C)C=1)C. (6) Given the product [CH2:12]([O:14][C:15](=[O:21])[C:16](=[O:17])[CH2:9][C:8](=[O:10])[CH2:7][CH2:6][CH:5]=[C:4]([CH3:11])[CH3:3])[CH3:13], predict the reactants needed to synthesize it. The reactants are: [H-].[Na+].[CH3:3][C:4]([CH3:11])=[CH:5][CH2:6][CH2:7][C:8](=[O:10])[CH3:9].[CH2:12]([O:14][C:15](=[O:21])[C:16](OCC)=[O:17])[CH3:13].CC[O-].[Na+]. (7) Given the product [CH3:27][O:28][C:29]1[CH:38]=[C:37]2[C:32]([C:33]([C:39]([C:41]3[CH:46]=[CH:45][C:44]([N+:47]([O-:49])=[O:48])=[CH:43][CH:42]=3)=[CH2:2])=[CH:34][CH:35]=[N:36]2)=[CH:31][CH:30]=1, predict the reactants needed to synthesize it. The reactants are: [Cl-].[CH3:2][P+](C1C=CC=CC=1)(C1C=CC=CC=1)C1C=CC=CC=1.C([Li])CCC.[CH3:27][O:28][C:29]1[CH:38]=[C:37]2[C:32]([C:33]([C:39]([C:41]3[CH:46]=[CH:45][C:44]([N+:47]([O-:49])=[O:48])=[CH:43][CH:42]=3)=O)=[CH:34][CH:35]=[N:36]2)=[CH:31][CH:30]=1. (8) Given the product [CH3:16][O:17][C:18](=[O:25])[CH2:19][S:20][CH2:21][CH2:22][CH2:23][S:24][C:12]1[C:11](=[O:15])[CH2:10][C@@H:9]([O:8][Si:1]([C:4]([CH3:5])([CH3:6])[CH3:7])([CH3:2])[CH3:3])[CH:14]=1, predict the reactants needed to synthesize it. The reactants are: [Si:1]([O:8][CH:9]1[CH:14]2[C@@H:12](O2)[C:11](=[O:15])[CH2:10]1)([C:4]([CH3:7])([CH3:6])[CH3:5])([CH3:3])[CH3:2].[CH3:16][O:17][C:18](=[O:25])[CH2:19][S:20][CH2:21][CH2:22][CH2:23][SH:24].[Si](O[C@@H]1CC(=O)C=C1)(C(C)(C)C)(C)C. (9) Given the product [CH2:1]([N:5]1[CH2:9][CH2:8][CH:7]([O:10][C:14]2[CH:21]=[CH:20][C:17]([C:18]#[N:19])=[CH:16][CH:15]=2)[CH2:6]1)[CH2:2][CH2:3][CH3:4], predict the reactants needed to synthesize it. The reactants are: [CH2:1]([N:5]1[CH2:9][CH2:8][CH:7]([OH:10])[CH2:6]1)[CH2:2][CH2:3][CH3:4].[H-].[Na+].F[C:14]1[CH:21]=[CH:20][C:17]([C:18]#[N:19])=[CH:16][CH:15]=1. (10) Given the product [CH3:2][NH:3][CH2:4][CH2:5][CH:6]([C:8]1[S:9][CH:10]=[CH:11][CH:12]=1)[OH:7], predict the reactants needed to synthesize it. The reactants are: Cl.[CH3:2][NH:3][CH2:4][CH2:5][C:6]([C:8]1[S:9][CH:10]=[CH:11][CH:12]=1)=[O:7].C(O)C.[OH-].[Na+].[Na].